This data is from Full USPTO retrosynthesis dataset with 1.9M reactions from patents (1976-2016). The task is: Predict the reactants needed to synthesize the given product. (1) Given the product [F:1][C:2]1[CH:3]=[C:4]([C:8]2[CH:9]=[C:10]3[CH:15]=[CH:14][C:13]([C:16]([F:19])([F:18])[F:17])=[CH:12][N:11]3[N:20]=2)[CH:5]=[CH:6][CH:7]=1, predict the reactants needed to synthesize it. The reactants are: [F:1][C:2]1[CH:3]=[C:4]([C:8](=[N:20]O)[CH2:9][C:10]2[CH:15]=[CH:14][C:13]([C:16]([F:19])([F:18])[F:17])=[CH:12][N:11]=2)[CH:5]=[CH:6][CH:7]=1.CCN(CC)CC.O. (2) Given the product [Cl:1][C:2]1[CH:3]=[C:4]([CH:9]=[C:10]([CH:12]=[O:13])[N:11]=1)[C:5]([O:7][CH3:8])=[O:6], predict the reactants needed to synthesize it. The reactants are: [Cl:1][C:2]1[CH:3]=[C:4]([CH:9]=[C:10]([CH2:12][OH:13])[N:11]=1)[C:5]([O:7][CH3:8])=[O:6].C[N+]1([O-])CCOCC1. (3) Given the product [Cl:2][C:3]1[CH:4]=[C:5]2[C:9](=[CH:10][CH:11]=1)[NH:8][CH:7]=[C:6]2[CH2:12][CH2:13][NH:14][C:26]([C:22]1[CH:21]=[C:20]([C:16]2[O:15][CH:19]=[CH:18][CH:17]=2)[N:24]([CH3:25])[N:23]=1)=[O:27], predict the reactants needed to synthesize it. The reactants are: Cl.[Cl:2][C:3]1[CH:4]=[C:5]2[C:9](=[CH:10][CH:11]=1)[NH:8][CH:7]=[C:6]2[CH2:12][CH2:13][NH2:14].[O:15]1[CH:19]=[CH:18][CH:17]=[C:16]1[C:20]1[N:24]([CH3:25])[N:23]=[C:22]([C:26](Cl)=[O:27])[CH:21]=1.C(N(CC)CC)C.C(OCC)(=O)C.